This data is from Catalyst prediction with 721,799 reactions and 888 catalyst types from USPTO. The task is: Predict which catalyst facilitates the given reaction. (1) Reactant: COB([C:5]1[CH:10]=[CH:9][C:8]([C:11]([OH:13])=[O:12])=[CH:7][CH:6]=1)O.Br[C:15]1[CH:20]=[CH:19][N:18]=[CH:17][CH:16]=1.[C:21](=O)([O-])[O-].[K+].[K+]. Product: [CH3:21][O:13][C:11](=[O:12])[C:8]1[CH:7]=[CH:6][C:5]([C:15]2[CH:20]=[CH:19][N:18]=[CH:17][CH:16]=2)=[CH:10][CH:9]=1. The catalyst class is: 837. (2) Reactant: [Cl:1][C:2]1[CH:6]=[C:5]([S:7]([C:10]([CH:13]2[CH2:18][CH2:17][N:16](C(OCC3C=CC=CC=3)=O)[CH2:15][CH2:14]2)([F:12])[CH3:11])(=[O:9])=[O:8])[N:4]([CH3:29])[N:3]=1.Cl. Product: [ClH:1].[Cl:1][C:2]1[CH:6]=[C:5]([S:7]([C:10]([CH:13]2[CH2:18][CH2:17][NH:16][CH2:15][CH2:14]2)([F:12])[CH3:11])(=[O:8])=[O:9])[N:4]([CH3:29])[N:3]=1. The catalyst class is: 5. (3) Reactant: [CH3:1][C@@H:2]1[CH2:6][CH2:5][CH2:4][N:3]1[CH2:7][CH2:8][C:9]1[O:10][C:11]2[CH:17]=[CH:16][C:15]([C:18]3[CH:19]=[C:20]([C:24](=[O:26])[CH3:25])[CH:21]=[CH:22][CH:23]=3)=[CH:14][C:12]=2[CH:13]=1.[BH4-].[Na+]. Product: [CH3:1][C@@H:2]1[CH2:6][CH2:5][CH2:4][N:3]1[CH2:7][CH2:8][C:9]1[O:10][C:11]2[CH:17]=[CH:16][C:15]([C:18]3[CH:19]=[C:20]([CH:24]([OH:26])[CH3:25])[CH:21]=[CH:22][CH:23]=3)=[CH:14][C:12]=2[CH:13]=1. The catalyst class is: 199. (4) Reactant: [C:1]1([CH2:7][CH2:8][CH2:9][CH2:10][CH2:11][CH2:12][C:13]([C:15]2[NH:19][C:18]([C:20]3[CH:25]=[CH:24][CH:23]=[CH:22][N:21]=3)=[N:17][N:16]=2)=[O:14])[CH:6]=[CH:5][CH:4]=[CH:3][CH:2]=1.[CH2:26](Cl)Cl.[Si](C=[N+]=[N-])(C)(C)C. Product: [CH3:26][N:19]1[C:18]([C:20]2[CH:25]=[CH:24][CH:23]=[CH:22][N:21]=2)=[N:17][N:16]=[C:15]1[C:13](=[O:14])[CH2:12][CH2:11][CH2:10][CH2:9][CH2:8][CH2:7][C:1]1[CH:6]=[CH:5][CH:4]=[CH:3][CH:2]=1. The catalyst class is: 5. (5) Reactant: Cl[C:2]1[C:3]2[CH:10]=[CH:9][O:8][C:4]=2[N:5]=[CH:6][N:7]=1.Cl.Cl.[CH3:13][N:14]([CH3:22])[C@H:15]1[CH2:20][CH2:19][C@H:18]([NH2:21])[CH2:17][CH2:16]1.C(N(CC)CC)C.CN(C=[O:34])C. Product: [CH:9]([OH:8])=[O:34].[N:5]1[C:4]2[O:8][CH:9]=[CH:10][C:3]=2[C:2]([NH:21][C@H:18]2[CH2:19][CH2:20][C@H:15]([N:14]([CH3:22])[CH3:13])[CH2:16][CH2:17]2)=[N:7][CH:6]=1. The catalyst class is: 13. (6) Reactant: [F:1][CH2:2][CH2:3][CH2:4][C:5]1[CH:10]=[CH:9][C:8]([N:11]2[CH2:16][CH2:15][N:14](C(OC(C)(C)C)=O)[CH2:13][CH2:12]2)=[CH:7][CH:6]=1. Product: [F:1][CH2:2][CH2:3][CH2:4][C:5]1[CH:6]=[CH:7][C:8]([N:11]2[CH2:16][CH2:15][NH:14][CH2:13][CH2:12]2)=[CH:9][CH:10]=1. The catalyst class is: 89.